Dataset: Reaction yield outcomes from USPTO patents with 853,638 reactions. Task: Predict the reaction yield, written as a fraction of the theoretical maximum amount of product (1.0 means a 100% yield; for example, 0.34 means a 34% yield). (1) The reactants are Br[C:2]1[CH:7]=[CH:6][C:5]([N:8]2[C:12]([CH2:13][C@@H:14]3[CH2:18][CH2:17][N:16]([C:19]([CH:21]4[CH2:23][CH2:22]4)=[O:20])[CH2:15]3)=[N:11][NH:10][C:9]2=[O:24])=[CH:4][CH:3]=1.[CH3:25][C:26]1[S:27][CH:28]=[C:29]([C:31]2[CH:36]=[CH:35][C:34](B3OC(C)(C)C(C)(C)O3)=[CH:33][CH:32]=2)[N:30]=1.C(=O)([O-])[O-].[K+].[K+]. The catalyst is O1CCOCC1.C1C=CC([PH+]([C]2[CH][CH][CH][CH]2)C2C=CC=CC=2)=CC=1.C1C=CC([PH+]([C]2[CH][CH][CH][CH]2)C2C=CC=CC=2)=CC=1.C(Cl)Cl.Cl[Pd]Cl.[Fe]. The product is [CH:21]1([C:19]([N:16]2[CH2:17][CH2:18][C@@H:14]([CH2:13][C:12]3[N:8]([C:5]4[CH:6]=[CH:7][C:2]([C:34]5[CH:35]=[CH:36][C:31]([C:29]6[N:30]=[C:26]([CH3:25])[S:27][CH:28]=6)=[CH:32][CH:33]=5)=[CH:3][CH:4]=4)[C:9](=[O:24])[NH:10][N:11]=3)[CH2:15]2)=[O:20])[CH2:23][CH2:22]1. The yield is 0.400. (2) The reactants are [CH3:1][N:2]([CH2:18][CH2:19][NH:20][S:21]([C:24]1[CH:29]=[C:28]([S:30]([C:33]2[CH:38]=[CH:37][CH:36]=[CH:35][CH:34]=2)(=[O:32])=[O:31])[CH:27]=[CH:26][C:25]=1[C:39]([F:42])([F:41])[F:40])(=[O:23])=[O:22])[C:3]([C:5]1[CH:17]=[CH:16][C:8]([CH2:9][P:10](=[O:15])([O:13]C)[O:11]C)=[CH:7][CH:6]=1)=[O:4].I[Si](C)(C)C. The catalyst is C(Cl)Cl. The product is [CH3:1][N:2]([CH2:18][CH2:19][NH:20][S:21]([C:24]1[CH:29]=[C:28]([S:30]([C:33]2[CH:38]=[CH:37][CH:36]=[CH:35][CH:34]=2)(=[O:32])=[O:31])[CH:27]=[CH:26][C:25]=1[C:39]([F:42])([F:40])[F:41])(=[O:22])=[O:23])[C:3]([C:5]1[CH:6]=[CH:7][C:8]([CH2:9][P:10](=[O:11])([OH:13])[OH:15])=[CH:16][CH:17]=1)=[O:4]. The yield is 0.220.